From a dataset of Reaction yield outcomes from USPTO patents with 853,638 reactions. Predict the reaction yield, written as a fraction of the theoretical maximum amount of product (1.0 means a 100% yield; for example, 0.34 means a 34% yield). (1) The reactants are Br[CH2:2][C:3]1[CH:4]=[C:5]([CH:10]=[CH:11][CH:12]=1)[C:6]([O:8][CH3:9])=[O:7].[C-:13]#[N:14].[K+]. The catalyst is C(#N)C.C1OCCOCCOCCOCCOCCOC1. The product is [C:13]([CH2:2][C:3]1[CH:4]=[C:5]([CH:10]=[CH:11][CH:12]=1)[C:6]([O:8][CH3:9])=[O:7])#[N:14]. The yield is 0.910. (2) The reactants are [O:1]=[C:2]1[C:7](C(OCC)=O)=[CH:6][NH:5][N:4]2[CH:13]=[CH:14][CH:15]=[C:3]12.[Na+].[Cl-].O. The catalyst is CS(C)=O. The product is [NH:5]1[CH:6]=[CH:7][C:2](=[O:1])[C:3]2=[CH:15][CH:14]=[CH:13][N:4]12. The yield is 0.670. (3) The reactants are [C:1]([C@H:5]1[CH2:10][CH2:9][C@H:8]([NH:11][C:12]2[N:21]=[CH:20][C:19]3[C:14](=[CH:15][CH:16]=[C:17]([C:22](O)=[O:23])[CH:18]=3)[N:13]=2)[CH2:7][CH2:6]1)([CH3:4])([CH3:3])[CH3:2].Cl.[CH:26]12[NH:34][CH:30]([CH2:31][CH2:32][CH2:33]1)[CH2:29][CH:28]([C:35]([O:37][CH3:38])=[O:36])[CH2:27]2.CN(C(ON1N=NC2C=CC=NC1=2)=[N+](C)C)C.F[P-](F)(F)(F)(F)F. The catalyst is C(Cl)Cl. The product is [C:1]([C@H:5]1[CH2:10][CH2:9][C@H:8]([NH:11][C:12]2[N:21]=[CH:20][C:19]3[C:14](=[CH:15][CH:16]=[C:17]([C:22]([N:34]4[CH:30]5[CH2:31][CH2:32][CH2:33][CH:26]4[CH2:27][CH:28]([C:35]([O:37][CH3:38])=[O:36])[CH2:29]5)=[O:23])[CH:18]=3)[N:13]=2)[CH2:7][CH2:6]1)([CH3:4])([CH3:2])[CH3:3]. The yield is 0.800. (4) The reactants are [Br:1][C:2]1[CH:28]=[CH:27][C:5]([CH2:6][NH:7][C:8]2[C:9]([NH2:26])=[CH:10][C:11]([O:14][CH2:15][C:16]3[CH:25]=[CH:24][C:23]4[C:18](=[CH:19][CH:20]=[CH:21][CH:22]=4)[N:17]=3)=[CH:12][CH:13]=2)=[CH:4][CH:3]=1.[C:29]1(=[O:39])[C@@H:37]2[C@@H:32]([CH2:33][CH2:34][CH2:35][CH2:36]2)[C:31](=O)[O:30]1.Cl. The catalyst is C(#N)C. The product is [Br:1][C:2]1[CH:28]=[CH:27][C:5]([CH2:6][N:7]2[C:8]3[CH:13]=[CH:12][C:11]([O:14][CH2:15][C:16]4[CH:25]=[CH:24][C:23]5[C:18](=[CH:19][CH:20]=[CH:21][CH:22]=5)[N:17]=4)=[CH:10][C:9]=3[N:26]=[C:31]2[C@H:32]2[CH2:33][CH2:34][CH2:35][CH2:36][C@H:37]2[C:29]([OH:39])=[O:30])=[CH:4][CH:3]=1. The yield is 0.440. (5) The reactants are [CH3:1][O:2][C:3]1[CH:4]=[C:5]2[C:10](=[CH:11][C:12]=1[O:13][CH3:14])[N:9]=[CH:8][CH:7]=[C:6]2[O:15][C:16]1[CH:22]=[CH:21][C:19]([NH2:20])=[C:18]([CH3:23])[C:17]=1[CH3:24].Cl[C:26](Cl)([O:28][C:29](=[O:35])OC(Cl)(Cl)Cl)Cl.[CH2:37]1[C:46]2[C:41](=[CH:42][CH:43]=[CH:44][CH:45]=2)[CH2:40][CH2:39]C1O.C(=O)(O)[O-].[Na+]. The catalyst is C(Cl)Cl.C(N(CC)CC)C.C1(C)C=CC=CC=1. The product is [CH3:1][O:2][C:3]1[CH:4]=[C:5]2[C:10](=[CH:11][C:12]=1[O:13][CH3:14])[N:9]=[CH:8][CH:7]=[C:6]2[O:15][C:16]1[CH:22]=[CH:21][C:19]([NH:20][C:29](=[O:35])[O:28][CH:26]2[CH2:39][CH2:40][C:41]3[C:46](=[CH:45][CH:44]=[CH:43][CH:42]=3)[CH2:37]2)=[C:18]([CH3:23])[C:17]=1[CH3:24]. The yield is 0.690. (6) The reactants are [NH2:1][C:2]1[N:6]([CH3:7])[N:5]=[C:4]([C:8]2[S:9][CH:10]=[CH:11][CH:12]=2)[CH:3]=1.CCN(C(C)C)C(C)C.[F:22][C:23]([F:34])([F:33])[C:24]1[CH:32]=[CH:31][C:27]([C:28](Cl)=[O:29])=[CH:26][CH:25]=1.C(O)C(N)(CO)CO. The catalyst is C(Cl)Cl. The product is [CH3:7][N:6]1[C:2]([NH:1][C:28](=[O:29])[C:27]2[CH:31]=[CH:32][C:24]([C:23]([F:22])([F:33])[F:34])=[CH:25][CH:26]=2)=[CH:3][C:4]([C:8]2[S:9][CH:10]=[CH:11][CH:12]=2)=[N:5]1. The yield is 0.700. (7) The reactants are Cl[C:2]1[C:11]2[CH2:10][CH2:9][CH2:8][CH2:7][C:6]=2[N:5]=[C:4]([NH2:12])[N:3]=1.[CH3:13][N:14]1[CH2:19][CH2:18][NH:17][CH2:16][CH2:15]1.CCN(CC)CC. The catalyst is CCO. The product is [CH3:13][N:14]1[CH2:19][CH2:18][N:17]([C:2]2[C:11]3[CH2:10][CH2:9][CH2:8][CH2:7][C:6]=3[N:5]=[C:4]([NH2:12])[N:3]=2)[CH2:16][CH2:15]1. The yield is 0.230. (8) The reactants are [CH3:1][N:2]([CH2:10][C:11]1[CH:19]=[CH:18][CH:17]=[C:16]2[C:12]=1[C:13]([CH3:26])=[N:14][N:15]2C1CCCCO1)C(=O)OC(C)(C)C. The catalyst is C(Cl)Cl.C(O)(C(F)(F)F)=O. The product is [CH3:1][NH:2][CH2:10][C:11]1[CH:19]=[CH:18][CH:17]=[C:16]2[C:12]=1[C:13]([CH3:26])=[N:14][NH:15]2. The yield is 0.724. (9) The reactants are [C:1]([C:3]1[CH:8]=[CH:7][C:6]([NH:9][C:10]([NH2:12])=[NH:11])=[CH:5][CH:4]=1)#[N:2].C([O-])(=O)C.[Na+].C([O:20][C:21](=O)[C:22](=COCC)[C:23](OCC)=O)C.O. The catalyst is CN1CCCC1=O. The product is [O:20]=[C:21]1[CH:22]=[CH:23][NH:12][C:10]([NH:9][C:6]2[CH:5]=[CH:4][C:3]([C:1]#[N:2])=[CH:8][CH:7]=2)=[N:11]1. The yield is 0.759.